Dataset: Full USPTO retrosynthesis dataset with 1.9M reactions from patents (1976-2016). Task: Predict the reactants needed to synthesize the given product. (1) Given the product [Br:1][CH2:23][C:22]([C:25]1[CH:30]=[N:29][C:28]([Br:31])=[CH:27][CH:26]=1)=[O:24], predict the reactants needed to synthesize it. The reactants are: [Br-:1].[Br-].[Br-].[NH+]1C=CC=CC=1.[NH+]1C=CC=CC=1.[NH+]1C=CC=CC=1.[C:22]([C:25]1[CH:26]=[CH:27][C:28]([Br:31])=[N:29][CH:30]=1)(=[O:24])[CH3:23]. (2) Given the product [Cl:1][C:2]1[CH:3]=[C:4]([NH:16][C:17]2[C:18]3[N:25]([CH2:26][C:27]4[O:31][C:30]([C:32]([OH:34])=[O:33])=[CH:29][CH:28]=4)[CH:24]=[CH:23][C:19]=3[N:20]=[CH:21][N:22]=2)[CH:5]=[CH:6][C:7]=1[O:8][CH2:9][C:10]1[CH:15]=[CH:14][CH:13]=[CH:12][N:11]=1, predict the reactants needed to synthesize it. The reactants are: [Cl:1][C:2]1[CH:3]=[C:4]([NH:16][C:17]2[C:18]3[N:25]([CH2:26][C:27]4[O:31][C:30]([C:32]([O:34]CC)=[O:33])=[CH:29][CH:28]=4)[CH:24]=[CH:23][C:19]=3[N:20]=[CH:21][N:22]=2)[CH:5]=[CH:6][C:7]=1[O:8][CH2:9][C:10]1[CH:15]=[CH:14][CH:13]=[CH:12][N:11]=1.O1CCCC1.[OH-].[Na+].Cl. (3) Given the product [Br:8][C:6]1[CH:5]=[C:4]([OH:9])[CH:3]=[C:2]([C:10]2[CH:15]=[CH:14][CH:13]=[CH:12][CH:11]=2)[CH:7]=1, predict the reactants needed to synthesize it. The reactants are: Br[C:2]1[CH:3]=[C:4]([OH:9])[CH:5]=[C:6]([Br:8])[CH:7]=1.[C:10]1(B(O)O)[CH:15]=[CH:14][CH:13]=[CH:12][CH:11]=1.C(=O)([O-])[O-].[K+].[K+].Cl. (4) The reactants are: [CH3:1][O:2][C:3]1[CH:8]=[CH:7][CH:6]=[CH:5][C:4]=1[NH:9][C:10](=[O:16])[O:11][C:12]([CH3:15])([CH3:14])[CH3:13].[Li]C(C)(C)C.[F:22][C:23]([F:35])([F:34])[C:24]1[CH:25]=[CH:26][C:27]([C:30](OC)=[O:31])=[N:28][CH:29]=1. Given the product [C:12]([O:11][C:10](=[O:16])[NH:9][C:4]1[C:5]([C:30](=[O:31])[C:27]2[CH:26]=[CH:25][C:24]([C:23]([F:34])([F:22])[F:35])=[CH:29][N:28]=2)=[CH:6][CH:7]=[CH:8][C:3]=1[O:2][CH3:1])([CH3:13])([CH3:15])[CH3:14], predict the reactants needed to synthesize it. (5) Given the product [NH2:13][C@@H:1]1[C:9]2[C:4](=[CH:5][C:15]([F:21])=[CH:7][CH:8]=2)[CH2:3][C@@H:2]1[OH:10], predict the reactants needed to synthesize it. The reactants are: [CH:1]12[O:10][CH:2]1[CH2:3][C:4]1[C:9]2=[CH:8][CH:7]=C[CH:5]=1.C(#[N:13])C.F[C:15]([F:21])(F)S(O)(=O)=O. (6) Given the product [S:1]1[CH:5]=[CH:4][CH:3]=[C:2]1[C:6]([NH2:54])([C:11]([O:13][C:14]([CH3:15])([CH3:16])[CH3:17])=[O:12])[CH2:7][CH2:8][N:18]1[CH2:23][CH2:22][CH:21]([N:24]([CH2:38][CH3:39])[C:25](=[O:37])[CH2:26][C:27]2[CH:32]=[CH:31][C:30]([S:33]([CH3:36])(=[O:34])=[O:35])=[CH:29][CH:28]=2)[CH2:20][CH2:19]1, predict the reactants needed to synthesize it. The reactants are: [S:1]1[CH:5]=[CH:4][CH:3]=[C:2]1[CH:6]([C:11]([O:13][C:14]([CH3:17])([CH3:16])[CH3:15])=[O:12])[CH:7](N)[CH:8]=O.[NH:18]1[CH2:23][CH2:22][CH:21]([N:24]([CH2:38][CH3:39])[C:25](=[O:37])[CH2:26][C:27]2[CH:32]=[CH:31][C:30]([S:33]([CH3:36])(=[O:35])=[O:34])=[CH:29][CH:28]=2)[CH2:20][CH2:19]1.C(O[BH-](OC(=O)C)OC(=O)C)(=O)C.[Na+].[N-:54]=C=O. (7) Given the product [CH2:1]([O:8][C:9]1[C:10]([C:27]([O:29][CH3:30])=[O:28])=[N:11][N:12]2[CH:18]([C:19]3[CH:20]=[CH:21][CH:22]=[CH:23][CH:24]=3)[CH2:25][NH:26][C:14](=[O:16])[C:13]=12)[C:2]1[CH:3]=[CH:4][CH:5]=[CH:6][CH:7]=1, predict the reactants needed to synthesize it. The reactants are: [CH2:1]([O:8][C:9]1[C:10]([C:27]([O:29][CH3:30])=[O:28])=[N:11][N:12]([CH:18]([C:25]#[N:26])[C:19]2[CH:24]=[CH:23][CH:22]=[CH:21][CH:20]=2)[C:13]=1[C:14]([O:16]C)=O)[C:2]1[CH:7]=[CH:6][CH:5]=[CH:4][CH:3]=1.N.